From a dataset of Forward reaction prediction with 1.9M reactions from USPTO patents (1976-2016). Predict the product of the given reaction. (1) Given the reactants [F:1][C:2]1[C:12]2[C:11](=[O:13])[CH2:10][CH2:9][CH2:8][CH2:7][C:6]=2[CH:5]=[C:4]([N:14]2[CH2:18][C@H:17]([CH2:19][NH:20][C:21](=[O:23])[CH3:22])[O:16][C:15]2=[O:24])[CH:3]=1.[BH4-].[Na+], predict the reaction product. The product is: [F:1][C:2]1[C:12]2[CH:11]([OH:13])[CH2:10][CH2:9][CH2:8][CH2:7][C:6]=2[CH:5]=[C:4]([N:14]2[CH2:18][C@H:17]([CH2:19][NH:20][C:21](=[O:23])[CH3:22])[O:16][C:15]2=[O:24])[CH:3]=1. (2) Given the reactants [NH2:1][CH2:2][CH2:3][NH:4][C:5]1[N:13]=[C:12]([Cl:14])[N:11]=[C:10]2[C:6]=1[N:7]=[CH:8][N:9]2[CH:15]1[CH2:19][CH2:18][CH2:17][CH2:16]1.C(Cl)Cl.C(N(CC)CC)C.[F:30][C:31]([F:43])([F:42])[C:32]1[CH:37]=[CH:36][C:35]([S:38](Cl)(=[O:40])=[O:39])=[CH:34][CH:33]=1, predict the reaction product. The product is: [Cl:14][C:12]1[N:11]=[C:10]2[C:6]([N:7]=[CH:8][N:9]2[CH:15]2[CH2:19][CH2:18][CH2:17][CH2:16]2)=[C:5]([NH:4][CH2:3][CH2:2][NH:1][S:38]([C:35]2[CH:34]=[CH:33][C:32]([C:31]([F:30])([F:42])[F:43])=[CH:37][CH:36]=2)(=[O:40])=[O:39])[N:13]=1. (3) The product is: [CH3:9][O:10][C:2]1[N:7]=[C:6]([NH2:8])[CH:5]=[CH:4][N:3]=1. Given the reactants Cl[C:2]1[N:7]=[C:6]([NH2:8])[CH:5]=[CH:4][N:3]=1.[CH3:9][O-:10].[Na+], predict the reaction product.